Task: Predict the product of the given reaction.. Dataset: Forward reaction prediction with 1.9M reactions from USPTO patents (1976-2016) (1) Given the reactants [N+:1]([C:4]1[CH:5]=[C:6]([CH:9]=[CH:10][CH:11]=1)[CH:7]=O)([O-:3])=[O:2].[CH3:12][C:13]1[CH:18]=[C:17]([CH3:19])[CH:16]=[C:15]([CH3:20])[C:14]=1[CH:21]1[CH2:26][C:25](=O)[CH2:24][C:23](=[O:28])[CH2:22]1.C([O-])(=O)C.[NH4+].[CH2:34]([O:36][C:37](=[O:47])[CH2:38][C:39](=O)[CH2:40][O:41][C:42]([CH3:45])([CH3:44])[CH3:43])[CH3:35].F[B-](F)(F)F.C([N+:57]1C=CN(C)C=1)CCC, predict the reaction product. The product is: [CH2:34]([O:36][C:37]([C:38]1[CH:7]([C:6]2[CH:9]=[CH:10][CH:11]=[C:4]([N+:1]([O-:3])=[O:2])[CH:5]=2)[C:24]2[C:23](=[O:28])[CH2:22][CH:21]([C:14]3[C:15]([CH3:20])=[CH:16][C:17]([CH3:19])=[CH:18][C:13]=3[CH3:12])[CH2:26][C:25]=2[NH:57][C:39]=1[CH2:40][O:41][C:42]([CH3:45])([CH3:44])[CH3:43])=[O:47])[CH3:35]. (2) Given the reactants CC([CH:5]1[CH:9]([NH:10][C:11]([C:13]2[CH:18]=[CH:17][CH:16]=[C:15]([C:19]3[CH:24]=[N:23][C:22]([NH2:25])=[C:21]([C:26]([NH:28][CH3:29])=[O:27])[N:20]=3)[CH:14]=2)=[O:12])[CH2:8][CH2:7][N:6]1C([O-])=O)(C)C.C(O)(C(F)(F)F)=O, predict the reaction product. The product is: [NH2:25][C:22]1[C:21]([C:26]([NH:28][CH3:29])=[O:27])=[N:20][C:19]([C:15]2[CH:16]=[CH:17][CH:18]=[C:13]([C:11]([NH:10][C@@H:9]3[CH2:8][CH2:7][NH:6][CH2:5]3)=[O:12])[CH:14]=2)=[CH:24][N:23]=1. (3) Given the reactants [CH:1]([C:3]1[CH:8]=[CH:7][C:6]([C:9]2[CH:14]=[CH:13][C:12]([C:15]([NH2:17])=[O:16])=[CH:11][C:10]=2[CH3:18])=[CH:5][CH:4]=1)=O.[CH2:19]([NH2:24])[CH2:20][CH:21]([CH3:23])[CH3:22].[BH4-].[Na+], predict the reaction product. The product is: [CH3:18][C:10]1[CH:11]=[C:12]([C:15]([NH2:17])=[O:16])[CH:13]=[CH:14][C:9]=1[C:6]1[CH:7]=[CH:8][C:3]([CH2:1][NH:24][CH2:19][CH2:20][CH:21]([CH3:23])[CH3:22])=[CH:4][CH:5]=1. (4) Given the reactants [CH3:1][N:2]1[C:6]([C:7](=[O:24])[NH:8][C:9]2[CH:14]=[CH:13][N:12]3[N:15]=[C:16]([N:18]4[CH2:23][CH2:22][O:21][CH2:20][CH2:19]4)[N:17]=[C:11]3[CH:10]=2)=[C:5]([C:25]([O:27]CC)=[O:26])[CH:4]=[N:3]1.O.[OH-].[Li+], predict the reaction product. The product is: [CH3:1][N:2]1[C:6]([C:7](=[O:24])[NH:8][C:9]2[CH:14]=[CH:13][N:12]3[N:15]=[C:16]([N:18]4[CH2:19][CH2:20][O:21][CH2:22][CH2:23]4)[N:17]=[C:11]3[CH:10]=2)=[C:5]([C:25]([OH:27])=[O:26])[CH:4]=[N:3]1. (5) Given the reactants [C:1]1([C:7]2[CH:15]=[C:11]([C:12]([OH:14])=[O:13])[C:10]([OH:16])=[CH:9][CH:8]=2)[CH:6]=[CH:5][CH:4]=[CH:3][CH:2]=1.[CH2:17](O)[CH3:18].S(=O)(=O)(O)O.Cl.C(OCC)(=O)C, predict the reaction product. The product is: [C:1]1([C:7]2[CH:15]=[C:11]([C:12]([O:14][CH2:17][CH3:18])=[O:13])[C:10]([OH:16])=[CH:9][CH:8]=2)[CH:2]=[CH:3][CH:4]=[CH:5][CH:6]=1. (6) The product is: [NH2:3][C:4]1[N:8]([CH:9]2[CH2:13][CH2:12][CH2:11][CH2:10]2)[N:7]=[CH:6][C:5]=1[C:14]([NH2:15])=[O:1]. Given the reactants [OH:1]O.[NH2:3][C:4]1[N:8]([CH:9]2[CH2:13][CH2:12][CH2:11][CH2:10]2)[N:7]=[CH:6][C:5]=1[C:14]#[N:15], predict the reaction product.